Task: Predict the reaction yield, written as a fraction of the theoretical maximum amount of product (1.0 means a 100% yield; for example, 0.34 means a 34% yield).. Dataset: Reaction yield outcomes from USPTO patents with 853,638 reactions (1) The reactants are [CH3:1][O:2][C:3]1[CH:47]=[CH:46][C:6]([CH2:7][N:8]([CH2:37][C:38]2[CH:43]=[CH:42][C:41]([O:44][CH3:45])=[CH:40][CH:39]=2)[C:9]2[N:14]=[C:13]([CH3:15])[N:12]=[C:11]([C:16]3[CH:17]=[C:18]([CH2:23][N:24]4[CH2:29][CH2:28][N:27](C(OC(C)(C)C)=O)[CH2:26][CH2:25]4)[CH:19]=[N:20][C:21]=3[F:22])[N:10]=2)=[CH:5][CH:4]=1.FC(F)(F)C(O)=O.C(=O)([O-])[O-].[Na+].[Na+].[CH3:61][S:62](Cl)(=[O:64])=[O:63]. The catalyst is ClCCCl.C(Cl)Cl.O. The product is [F:22][C:21]1[C:16]([C:11]2[N:12]=[C:13]([CH3:15])[N:14]=[C:9]([N:8]([CH2:37][C:38]3[CH:43]=[CH:42][C:41]([O:44][CH3:45])=[CH:40][CH:39]=3)[CH2:7][C:6]3[CH:46]=[CH:47][C:3]([O:2][CH3:1])=[CH:4][CH:5]=3)[N:10]=2)=[CH:17][C:18]([CH2:23][N:24]2[CH2:29][CH2:28][N:27]([S:62]([CH3:61])(=[O:64])=[O:63])[CH2:26][CH2:25]2)=[CH:19][N:20]=1. The yield is 0.587. (2) The reactants are [CH2:1]([O:3][CH2:4][C:5]1[N:6]([CH2:18][C:19]2([OH:32])[CH2:24][CH2:23][N:22]([C:25]([O:27][C:28]([CH3:31])([CH3:30])[CH3:29])=[O:26])[CH2:21][CH2:20]2)[C:7]2[C:16]3[CH:15]=[CH:14][CH:13]=[CH:12][C:11]=3[N:10]=[CH:9][C:8]=2[N:17]=1)[CH3:2].C1C=C(Cl)C=C(C(OO)=O)C=1.[OH-].[NH4+:45].S(Cl)(C1C=CC(C)=CC=1)(=O)=O. The catalyst is ClCCl.O. The product is [NH2:45][C:9]1[C:8]2[N:17]=[C:5]([CH2:4][O:3][CH2:1][CH3:2])[N:6]([CH2:18][C:19]3([OH:32])[CH2:24][CH2:23][N:22]([C:25]([O:27][C:28]([CH3:31])([CH3:30])[CH3:29])=[O:26])[CH2:21][CH2:20]3)[C:7]=2[C:16]2[CH:15]=[CH:14][CH:13]=[CH:12][C:11]=2[N:10]=1. The yield is 0.150. (3) The reactants are [Cl:1][C:2]1[CH:7]=[CH:6][C:5]([S:8]([NH:11][C@H:12]([C:15]2[CH:20]=[CH:19][CH:18]=[CH:17][CH:16]=2)[CH2:13][CH3:14])(=[O:10])=[O:9])=[CH:4][CH:3]=1.Br[CH2:22][C:23]1[CH:33]=[CH:32][C:26]([C:27]([O:29][CH2:30][CH3:31])=[O:28])=[CH:25][N:24]=1.C([O-])([O-])=O.[K+].[K+]. The catalyst is CN(C=O)C. The product is [Cl:1][C:2]1[CH:7]=[CH:6][C:5]([S:8]([N:11]([CH2:22][C:23]2[CH:33]=[CH:32][C:26]([C:27]([O:29][CH2:30][CH3:31])=[O:28])=[CH:25][N:24]=2)[C@H:12]([C:15]2[CH:16]=[CH:17][CH:18]=[CH:19][CH:20]=2)[CH2:13][CH3:14])(=[O:10])=[O:9])=[CH:4][CH:3]=1. The yield is 0.680. (4) The reactants are [N:1]1([C@@H:7]2[CH2:12][CH2:11][C@H:10]([NH:13][CH:14]3[C:23]4[N:22]=[CH:21][CH:20]=[CH:19][C:18]=4[CH2:17][CH2:16][CH2:15]3)[CH2:9][CH2:8]2)[CH2:6][CH2:5][O:4][CH2:3][CH2:2]1.C(OC([N:31]1[C:35]2[CH:36]=[CH:37][CH:38]=[CH:39][C:34]=2[N:33]=[C:32]1[CH2:40]Cl)=O)(C)(C)C.C(N(CC)C(C)C)(C)C.[I-].[K+]. The catalyst is CC#N. The product is [NH:31]1[C:35]2[CH:36]=[CH:37][CH:38]=[CH:39][C:34]=2[N:33]=[C:32]1[CH2:40][N:13]([C@H:10]1[CH2:9][CH2:8][C@@H:7]([N:1]2[CH2:6][CH2:5][O:4][CH2:3][CH2:2]2)[CH2:12][CH2:11]1)[CH:14]1[C:23]2[N:22]=[CH:21][CH:20]=[CH:19][C:18]=2[CH2:17][CH2:16][CH2:15]1. The yield is 0.470. (5) The reactants are [CH3:1][O:2][C:3]1[CH:4]=[C:5]2[C:9](=[CH:10][C:11]=1[O:12][CH3:13])[NH:8][C:7]([CH2:14][OH:15])=[C:6]2[C:16]1[CH:21]=[CH:20][C:19]([O:22][CH3:23])=[CH:18][CH:17]=1. The catalyst is C(Cl)Cl.O=[Mn]=O. The product is [CH3:1][O:2][C:3]1[CH:4]=[C:5]2[C:9](=[CH:10][C:11]=1[O:12][CH3:13])[NH:8][C:7]([CH:14]=[O:15])=[C:6]2[C:16]1[CH:17]=[CH:18][C:19]([O:22][CH3:23])=[CH:20][CH:21]=1. The yield is 0.760. (6) The reactants are I[C:2]1[C:10]2[C:5](=[CH:6][C:7]([C@H:11]3[C@@:13]4([C:21]5[C:16](=[CH:17][CH:18]=[C:19]([O:22][CH3:23])[CH:20]=5)[NH:15][C:14]4=[O:24])[CH2:12]3)=[CH:8][CH:9]=2)[NH:4][N:3]=1.[C:25]([O:28][CH:29]1[CH2:34][CH2:33][N:32]([C:35]2[CH:40]=[CH:39][C:38](B3OC(C)(C)C(C)(C)O3)=[CH:37][CH:36]=2)[CH2:31][CH2:30]1)(=[O:27])[CH3:26]. No catalyst specified. The product is [C:25]([O:28][CH:29]1[CH2:30][CH2:31][N:32]([C:35]2[CH:40]=[CH:39][C:38]([C:2]3[C:10]4[C:5](=[CH:6][C:7]([C@H:11]5[C@@:13]6([C:21]7[C:16](=[CH:17][CH:18]=[C:19]([O:22][CH3:23])[CH:20]=7)[NH:15][C:14]6=[O:24])[CH2:12]5)=[CH:8][CH:9]=4)[NH:4][N:3]=3)=[CH:37][CH:36]=2)[CH2:33][CH2:34]1)(=[O:27])[CH3:26]. The yield is 0.410. (7) The reactants are Cl[C:2]1[CH:3]=[CH:4][C:5]2[N:6]([C:8]([C:11]3[CH:16]=[CH:15][CH:14]=[C:13]([C:17]([F:20])([F:19])[F:18])[CH:12]=3)=[CH:9][N:10]=2)[N:7]=1.Cl.[NH2:22][C@H:23]1[CH2:28][CH2:27][C@H:26]([OH:29])[CH2:25][CH2:24]1.C([O-])(O)=O.[Na+]. The catalyst is CN1C(=O)CCC1. The product is [F:18][C:17]([F:20])([F:19])[C:13]1[CH:12]=[C:11]([C:8]2[N:6]3[N:7]=[C:2]([NH:22][CH:23]4[CH2:28][CH2:27][CH:26]([OH:29])[CH2:25][CH2:24]4)[CH:3]=[CH:4][C:5]3=[N:10][CH:9]=2)[CH:16]=[CH:15][CH:14]=1. The yield is 0.140.